Dataset: Catalyst prediction with 721,799 reactions and 888 catalyst types from USPTO. Task: Predict which catalyst facilitates the given reaction. (1) Reactant: Cl.[F:2][C:3]1[CH:4]=[C:5]2[C:10](=[CH:11][CH:12]=1)[N:9]=[C:8]([N:13]1[CH2:19][CH:18]([CH3:20])[CH:17]([CH3:21])[N:16](C(OC(C)(C)C)=O)[CH2:15][CH2:14]1)[N:7]=[CH:6]2. Product: [CH3:21][CH:17]1[CH:18]([CH3:20])[CH2:19][N:13]([C:8]2[N:7]=[CH:6][C:5]3[C:10](=[CH:11][CH:12]=[C:3]([F:2])[CH:4]=3)[N:9]=2)[CH2:14][CH2:15][NH:16]1. The catalyst class is: 13. (2) Reactant: [NH2:1][C:2]1[CH:29]=[CH:28][C:5]([C:6]([NH:8][C:9]2[S:13][C:12]([NH:14][C:15]3[CH:24]=[CH:23][C:22]4[C:17](=[CH:18][CH:19]=[CH:20][CH:21]=4)[CH:16]=3)=[N:11][C:10]=2[C:25]([NH2:27])=[O:26])=[O:7])=[CH:4][CH:3]=1.CCN(CC)CC.[C:37]([O:40][CH2:41][C:42](Cl)=[O:43])(=[O:39])[CH3:38]. Product: [C:37]([O:40][CH2:41][C:42]([NH:1][C:2]1[CH:29]=[CH:28][C:5]([C:6]([NH:8][C:9]2[S:13][C:12]([NH:14][C:15]3[CH:24]=[CH:23][C:22]4[C:17](=[CH:18][CH:19]=[CH:20][CH:21]=4)[CH:16]=3)=[N:11][C:10]=2[C:25]([NH2:27])=[O:26])=[O:7])=[CH:4][CH:3]=1)=[O:43])(=[O:39])[CH3:38]. The catalyst class is: 1. (3) Reactant: [CH3:1][O:2][C:3]1[CH:8]=[CH:7][C:6]([C:9]2[CH:17]=[CH:16][CH:15]=[C:14]3[C:10]=2[CH2:11][C:12](=[O:18])[NH:13]3)=[CH:5][CH:4]=1.[CH3:19][C@H:20]1[NH:25][C@@H:24]([CH3:26])[CH2:23][N:22]([C:27]([C:29]2[C:30]([CH3:37])=[C:31]([CH:35]=O)[NH:32][C:33]=2[CH3:34])=[O:28])[CH2:21]1. Product: [CH3:19][C@H:20]1[NH:25][C@@H:24]([CH3:26])[CH2:23][N:22]([C:27]([C:29]2[C:30]([CH3:37])=[C:31]([CH:35]=[C:11]3[C:10]4[C:14](=[CH:15][CH:16]=[CH:17][C:9]=4[C:6]4[CH:7]=[CH:8][C:3]([O:2][CH3:1])=[CH:4][CH:5]=4)[NH:13][C:12]3=[O:18])[NH:32][C:33]=2[CH3:34])=[O:28])[CH2:21]1. The catalyst class is: 360. (4) Reactant: [OH-].[Na+].[CH:3]([N:6]1[C:10]2[N:11]=[C:12]([O:20][CH:21]3[CH2:26][CH2:25][N:24]([CH3:27])[CH2:23][CH2:22]3)[CH:13]=[C:14]([C:15](OCC)=[O:16])[C:9]=2[CH:8]=[N:7]1)([CH3:5])[CH3:4].[NH2:28][CH2:29][C:30]1[C:31](=[O:38])[NH:32][C:33]([CH3:37])=[CH:34][C:35]=1[CH3:36].C1CN([P+](ON2N=NC3C=CC=CC2=3)(N2CCCC2)N2CCCC2)CC1.F[P-](F)(F)(F)(F)F. Product: [CH3:36][C:35]1[CH:34]=[C:33]([CH3:37])[NH:32][C:31](=[O:38])[C:30]=1[CH2:29][NH:28][C:15]([C:14]1[C:9]2[CH:8]=[N:7][N:6]([CH:3]([CH3:4])[CH3:5])[C:10]=2[N:11]=[C:12]([O:20][CH:21]2[CH2:26][CH2:25][N:24]([CH3:27])[CH2:23][CH2:22]2)[CH:13]=1)=[O:16]. The catalyst class is: 14. (5) Reactant: [CH2:1]([C:3]1([C:11]2[CH:16]=[CH:15][CH:14]=[C:13]([O:17][CH3:18])[CH:12]=2)[CH2:9][CH2:8][CH2:7][CH2:6][NH:5][C:4]1=O)[CH3:2].[H-].[H-].[H-].[H-].[Li+].[Al+3]. Product: [CH2:1]([C:3]1([C:11]2[CH:16]=[CH:15][CH:14]=[C:13]([O:17][CH3:18])[CH:12]=2)[CH2:9][CH2:8][CH2:7][CH2:6][NH:5][CH2:4]1)[CH3:2]. The catalyst class is: 1. (6) Reactant: [Cl:1][C:2]1[C:3]([C:19]([N:21]2[CH2:26][CH2:25][O:24][CH2:23][CH2:22]2)=[O:20])=[CH:4][C:5]([O:11][CH2:12][C:13]2[CH:18]=[CH:17][CH:16]=[CH:15][CH:14]=2)=[C:6]([CH:10]=1)[C:7]([OH:9])=O.C(N(C(C)C)CC)(C)C.CN(C(ON1N=NC2C=CC=NC1=2)=[N+](C)C)C.F[P-](F)(F)(F)(F)F.[Cl:60][C:61]1[CH:62]=[C:63]([CH:65]=[CH:66][CH:67]=1)[NH2:64]. Product: [Cl:1][C:2]1[C:3]([C:19]([N:21]2[CH2:22][CH2:23][O:24][CH2:25][CH2:26]2)=[O:20])=[CH:4][C:5]([O:11][CH2:12][C:13]2[CH:18]=[CH:17][CH:16]=[CH:15][CH:14]=2)=[C:6]([CH:10]=1)[C:7]([NH:64][C:63]1[CH:65]=[CH:66][CH:67]=[C:61]([Cl:60])[CH:62]=1)=[O:9]. The catalyst class is: 9.